This data is from Forward reaction prediction with 1.9M reactions from USPTO patents (1976-2016). The task is: Predict the product of the given reaction. (1) Given the reactants Br[C:2]1[N:7]=[C:6]([NH:8][C:9](=[O:11])[CH3:10])[CH:5]=[CH:4][CH:3]=1.C([Sn](CCCC)(CCCC)[C:17]1[N:21]2[CH:22]=[CH:23][C:24]([C:26]([F:29])([F:28])[F:27])=[N:25][C:20]2=[N:19][CH:18]=1)CCC, predict the reaction product. The product is: [F:28][C:26]([F:27])([F:29])[C:24]1[CH:23]=[CH:22][N:21]2[C:17]([C:2]3[N:7]=[C:6]([NH:8][C:9](=[O:11])[CH3:10])[CH:5]=[CH:4][CH:3]=3)=[CH:18][N:19]=[C:20]2[N:25]=1. (2) Given the reactants [F:1][C:2]1[CH:7]=[CH:6][C:5](/[C:8](/[C:25]2[CH:30]=[CH:29][C:28](I)=[CH:27][CH:26]=2)=[CH:9]/[CH2:10][O:11][C:12]2[CH:23]=[CH:22][C:15]([O:16][CH2:17][C:18]([O:20][CH3:21])=[O:19])=[C:14]([CH3:24])[CH:13]=2)=[CH:4][CH:3]=1.[CH2:32]([N:35]1[CH:39]=[CH:38][CH:37]=[N:36]1)[C:33]#[CH:34], predict the reaction product. The product is: [F:1][C:2]1[CH:7]=[CH:6][C:5](/[C:8](/[C:25]2[CH:30]=[CH:29][C:28]([C:34]#[C:33][CH2:32][N:35]3[CH:39]=[CH:38][CH:37]=[N:36]3)=[CH:27][CH:26]=2)=[CH:9]/[CH2:10][O:11][C:12]2[CH:23]=[CH:22][C:15]([O:16][CH2:17][C:18]([O:20][CH3:21])=[O:19])=[C:14]([CH3:24])[CH:13]=2)=[CH:4][CH:3]=1. (3) Given the reactants [CH2:1]([O:8][C:9](=[O:21])[C@H:10]([CH2:19][OH:20])[NH:11][CH2:12][C:13]1[CH:18]=[CH:17][CH:16]=[CH:15][CH:14]=1)[C:2]1[CH:7]=[CH:6][CH:5]=[CH:4][CH:3]=1.Br[CH2:23][C:24]([CH3:26])=[CH2:25].C([O-])([O-])=O.[K+].[K+].[I:33]I, predict the reaction product. The product is: [CH2:1]([O:8][C:9]([CH:10]1[CH2:19][O:20][C:24]([CH2:23][I:33])([CH3:25])[CH2:26][N:11]1[CH2:12][C:13]1[CH:18]=[CH:17][CH:16]=[CH:15][CH:14]=1)=[O:21])[C:2]1[CH:3]=[CH:4][CH:5]=[CH:6][CH:7]=1. (4) Given the reactants [Cl:1][C:2]1[CH:7]=[CH:6][C:5]([C:8]2[S:17][C:11]3[C:12](=[O:16])[NH:13][N:14]=[CH:15][C:10]=3[CH:9]=2)=[CH:4][CH:3]=1.N#N.[H-].[Na+].CS(O[CH2:27][C:28]1[CH:33]=[CH:32][CH:31]=[C:30]([O:34]S(C)(=O)=O)[CH:29]=1)(=O)=O.[OH-].[K+], predict the reaction product. The product is: [Cl:1][C:2]1[CH:3]=[CH:4][C:5]([C:8]2[S:17][C:11]3[C:12](=[O:16])[N:13]([CH2:27][C:28]4[CH:33]=[CH:32][CH:31]=[C:30]([OH:34])[CH:29]=4)[N:14]=[CH:15][C:10]=3[CH:9]=2)=[CH:6][CH:7]=1. (5) Given the reactants [CH3:1][O:2][C:3]1[CH:4]=[CH:5][C:6]2[S:10][C:9]([CH3:11])=[N:8][C:7]=2[CH:12]=1.[CH3:13][C:14]1[CH:19]=[CH:18][C:17]([S:20]([O:23][CH2:24][CH2:25][F:26])(=[O:22])=[O:21])=[CH:16][CH:15]=1, predict the reaction product. The product is: [S:20]([C:17]1[CH:18]=[CH:19][C:14]([CH3:13])=[CH:15][CH:16]=1)([O-:23])(=[O:22])=[O:21].[F:26][CH2:25][CH2:24][N+:8]1[C:7]2[CH:12]=[C:3]([O:2][CH3:1])[CH:4]=[CH:5][C:6]=2[S:10][C:9]=1[CH3:11].